Dataset: Retrosynthesis with 50K atom-mapped reactions and 10 reaction types from USPTO. Task: Predict the reactants needed to synthesize the given product. The reactants are: ClCCN1CCCCC1.N#Cc1nc(-c2ccc(O)cc2)cs1. Given the product N#Cc1nc(-c2ccc(OCCN3CCCCC3)cc2)cs1, predict the reactants needed to synthesize it.